From a dataset of Forward reaction prediction with 1.9M reactions from USPTO patents (1976-2016). Predict the product of the given reaction. (1) Given the reactants [H-].[H-].[H-].[H-].[Li+].[Al+3].[CH:7]1([C:10]2[O:14][N:13]=[C:12]([CH2:15][O:16][C:17]3[C:22]([CH3:23])=[CH:21][CH:20]=[CH:19][C:18]=3[CH3:24])[C:11]=2[C:25](OCC)=[O:26])[CH2:9][CH2:8]1, predict the reaction product. The product is: [CH:7]1([C:10]2[O:14][N:13]=[C:12]([CH2:15][O:16][C:17]3[C:22]([CH3:23])=[CH:21][CH:20]=[CH:19][C:18]=3[CH3:24])[C:11]=2[CH2:25][OH:26])[CH2:8][CH2:9]1. (2) Given the reactants [CH3:1][C:2]([S:7][C:8]1[S:12][C:11]([NH:13][C:14]([N:16]([C@H:25]2[CH2:30][CH2:29][C@H:28]([CH3:31])[CH2:27][CH2:26]2)[CH2:17][CH2:18][C:19]2[CH:24]=[CH:23][CH:22]=[CH:21][CH:20]=2)=[O:15])=[N:10][CH:9]=1)([CH3:6])[C:3]([OH:5])=[O:4].BrCCC1C=CC=C([Cl:41])C=1.C(OC(=O)C(SC1SC(N)=NC=1)(C)C)C, predict the reaction product. The product is: [Cl:41][C:21]1[CH:20]=[C:19]([CH2:18][CH2:17][N:16]([C@H:25]2[CH2:26][CH2:27][C@H:28]([CH3:31])[CH2:29][CH2:30]2)[C:14](=[O:15])[NH:13][C:11]2[S:12][C:8]([S:7][C:2]([CH3:1])([CH3:6])[C:3]([OH:5])=[O:4])=[CH:9][N:10]=2)[CH:24]=[CH:23][CH:22]=1. (3) Given the reactants [CH3:1][O:2][C:3](=[O:12])[CH2:4][C:5]1[CH:10]=[CH:9][C:8]([Br:11])=[CH:7][CH:6]=1.[CH3:13][C:14](C)([O-])[CH3:15].[K+].C(Br)(C)C, predict the reaction product. The product is: [CH3:1][O:2][C:3](=[O:12])[CH:4]([C:5]1[CH:10]=[CH:9][C:8]([Br:11])=[CH:7][CH:6]=1)[CH:14]([CH3:15])[CH3:13]. (4) Given the reactants COCCO[AlH2-]OCCOC.[Na+].[C:13]([O:17][C:18]([NH:20][C@@:21]12[CH2:27][CH2:26][C@:25]1([CH2:28][O:29][CH3:30])[CH2:24][N:23]([C@@H:31]([C:33]1[CH:38]=[CH:37][CH:36]=[CH:35][CH:34]=1)[CH3:32])[C:22]2=O)=[O:19])([CH3:16])([CH3:15])[CH3:14].O.O.O.O.C(C(C(C([O-])=O)O)O)([O-])=O.[Na+].[K+].C(OCC)(=O)C, predict the reaction product. The product is: [C:13]([O:17][C:18]([NH:20][C@@:21]12[CH2:27][CH2:26][C@:25]1([CH2:28][O:29][CH3:30])[CH2:24][N:23]([C@@H:31]([C:33]1[CH:34]=[CH:35][CH:36]=[CH:37][CH:38]=1)[CH3:32])[CH2:22]2)=[O:19])([CH3:14])([CH3:15])[CH3:16].